This data is from Peptide-MHC class I binding affinity with 185,985 pairs from IEDB/IMGT. The task is: Regression. Given a peptide amino acid sequence and an MHC pseudo amino acid sequence, predict their binding affinity value. This is MHC class I binding data. (1) The peptide sequence is RRRQWASCM. The MHC is HLA-B08:01 with pseudo-sequence HLA-B08:01. The binding affinity (normalized) is 0.118. (2) The peptide sequence is FEADPLSPQ. The MHC is HLA-A24:03 with pseudo-sequence HLA-A24:03. The binding affinity (normalized) is 0.0847. (3) The peptide sequence is STLNFNNLH. The MHC is HLA-A30:02 with pseudo-sequence HLA-A30:02. The binding affinity (normalized) is 0.303.